From a dataset of NCI-60 drug combinations with 297,098 pairs across 59 cell lines. Regression. Given two drug SMILES strings and cell line genomic features, predict the synergy score measuring deviation from expected non-interaction effect. Drug 1: C1CC(C1)(C(=O)O)C(=O)O.[NH2-].[NH2-].[Pt+2]. Drug 2: CN(C(=O)NC(C=O)C(C(C(CO)O)O)O)N=O. Cell line: EKVX. Synergy scores: CSS=9.04, Synergy_ZIP=-2.73, Synergy_Bliss=0.903, Synergy_Loewe=-4.65, Synergy_HSA=1.48.